From a dataset of Full USPTO retrosynthesis dataset with 1.9M reactions from patents (1976-2016). Predict the reactants needed to synthesize the given product. Given the product [CH:30]1([NH:29][C:27](=[O:28])[CH2:26][C:22]2[CH:23]=[CH:24][CH:25]=[C:20]([B:9]3[O:10][C:11]([CH3:16])([CH3:17])[C:12]([CH3:14])([CH3:15])[O:13]3)[CH:21]=2)[CH2:31][CH2:32]1, predict the reactants needed to synthesize it. The reactants are: [CH3:16][C:11]1([CH3:17])[C:12]([CH3:15])([CH3:14])[O:13][B:9]([B:9]2[O:13][C:12]([CH3:15])([CH3:14])[C:11]([CH3:17])([CH3:16])[O:10]2)[O:10]1.Br[C:20]1[CH:21]=[C:22]([CH2:26][C:27]([NH:29][CH:30]2[CH2:32][CH2:31]2)=[O:28])[CH:23]=[CH:24][CH:25]=1.C([O-])(=O)C.[K+].